Dataset: Catalyst prediction with 721,799 reactions and 888 catalyst types from USPTO. Task: Predict which catalyst facilitates the given reaction. (1) Reactant: Cl.[CH3:2][O:3][C:4](=[O:9])[C@H:5]([CH2:7][OH:8])[NH2:6].[F:10][C:11]1[CH:12]=[C:13]([S:17](Cl)(=[O:19])=[O:18])[CH:14]=[CH:15][CH:16]=1. Product: [F:10][C:11]1[CH:12]=[C:13]([S:17]([NH:6][C@@H:5]([CH2:7][OH:8])[C:4]([O:3][CH3:2])=[O:9])(=[O:19])=[O:18])[CH:14]=[CH:15][CH:16]=1. The catalyst class is: 2. (2) Reactant: [NH2:1][C@H:2]1[C:7]([F:9])([F:8])[CH2:6][CH2:5][CH2:4][C@H:3]1[NH:10][C:11]1[N:12]=[C:13](Cl)[C:14]([C:17]#[N:18])=[N:15][CH:16]=1.[NH2:20][C:21]1[CH:22]=[C:23]2[C:28](=[CH:29][CH:30]=1)[NH:27][C:26](=[O:31])[CH2:25][CH2:24]2.C([O-])([O-])=O.[K+].[K+].C1C=CC(P(C2C(C3C(P(C4C=CC=CC=4)C4C=CC=CC=4)=CC=C4C=3C=CC=C4)=C3C(C=CC=C3)=CC=2)C2C=CC=CC=2)=CC=1. Product: [NH2:1][C@H:2]1[C:7]([F:9])([F:8])[CH2:6][CH2:5][CH2:4][C@H:3]1[NH:10][C:11]1[N:12]=[C:13]([NH:20][C:21]2[CH:22]=[C:23]3[C:28](=[CH:29][CH:30]=2)[NH:27][C:26](=[O:31])[CH2:25][CH2:24]3)[C:14]([C:17]#[N:18])=[N:15][CH:16]=1. The catalyst class is: 231. (3) The catalyst class is: 42. Reactant: [Cl:1][C:2]1[CH:7]=[C:6]([Cl:8])[CH:5]=[CH:4][C:3]=1[CH:9]1[C:15]2=[N:16][C:17]3[CH:22]=[CH:21][CH:20]=[C:19]([N:23]([CH2:26][CH3:27])[CH2:24][CH3:25])[C:18]=3[N:14]2[CH2:13][CH2:12][C:11](=[O:28])[NH:10]1.[H-].[Na+].[CH3:31]I. Product: [Cl:1][C:2]1[CH:7]=[C:6]([Cl:8])[CH:5]=[CH:4][C:3]=1[CH:9]1[C:15]2=[N:16][C:17]3[CH:22]=[CH:21][CH:20]=[C:19]([N:23]([CH2:26][CH3:27])[CH2:24][CH3:25])[C:18]=3[N:14]2[CH2:13][CH2:12][C:11](=[O:28])[N:10]1[CH3:31]. (4) Reactant: [OH-].[K+].[F:3][C:4]1[CH:5]=[C:6](B(O)O)[CH:7]=[CH:8][C:9]=1[OH:10].[O:14]1[CH2:17][C:16](=[CH:18][C:19]([O:21][CH2:22][CH3:23])=[O:20])[CH2:15]1. Product: [F:3][C:4]1[CH:5]=[C:6]([C:16]2([CH2:18][C:19]([O:21][CH2:22][CH3:23])=[O:20])[CH2:17][O:14][CH2:15]2)[CH:7]=[CH:8][C:9]=1[OH:10]. The catalyst class is: 12. (5) Reactant: [CH3:1][C:2]1([CH3:19])[C:7]2[CH:8]=[C:9]3[C:14](=[CH:15][C:6]=2[C:5]([CH3:18])([CH3:17])[CH2:4][CH2:3]1)[NH:13][C:12](=O)[CH2:11][CH2:10]3.[H-].[Na+].Br[CH2:23][C:24]1[CH:33]=[CH:32][C:27]([C:28]([O:30][CH3:31])=[O:29])=[CH:26][CH:25]=1. Product: [CH3:31][O:30][C:28](=[O:29])[C:27]1[CH:32]=[CH:33][C:24]([CH2:23][N:13]2[C:14]3[C:9](=[CH:8][C:7]4[C:2]([CH3:19])([CH3:1])[CH2:3][CH2:4][C:5]([CH3:18])([CH3:17])[C:6]=4[CH:15]=3)[CH2:10][CH2:11][CH2:12]2)=[CH:25][CH:26]=1. The catalyst class is: 1. (6) Reactant: [Cl:1][CH2:2][C:3]1[NH:4][C:5]2[CH:11]=[CH:10][CH:9]=[CH:8][C:6]=2[N:7]=1.C(N(CC)C(C)C)(C)C.[CH3:21][Si:22]([CH3:29])([CH3:28])[CH2:23][CH2:24][O:25][CH2:26]Cl. Product: [Cl:1][CH2:2][C:3]1[N:4]([CH2:26][O:25][CH2:24][CH2:23][Si:22]([CH3:29])([CH3:28])[CH3:21])[C:5]2[CH:11]=[CH:10][CH:9]=[CH:8][C:6]=2[N:7]=1. The catalyst class is: 1. (7) Product: [CH2:1]([C:8]1[S:12][C:11]([NH:13][C:32](=[O:33])[CH2:31][CH2:30][C:29]([C:25]2[CH:26]=[CH:27][CH:28]=[C:23]([O:22][CH2:20][CH3:21])[CH:24]=2)=[O:35])=[CH:10][C:9]=1[C:14]1[CH:19]=[CH:18][CH:17]=[CH:16][CH:15]=1)[C:2]1[CH:3]=[CH:4][CH:5]=[CH:6][CH:7]=1. The catalyst class is: 47. Reactant: [CH2:1]([C:8]1[S:12][C:11]([NH2:13])=[CH:10][C:9]=1[C:14]1[CH:19]=[CH:18][CH:17]=[CH:16][CH:15]=1)[C:2]1[CH:7]=[CH:6][CH:5]=[CH:4][CH:3]=1.[CH2:20]([O:22][C:23]1[CH:24]=[C:25]([C:29](=[O:35])[CH2:30][CH2:31][C:32](O)=[O:33])[CH:26]=[CH:27][CH:28]=1)[CH3:21].C1C=CC2N(O)N=NC=2C=1.CCN=C=NCCCN(C)C.